This data is from Full USPTO retrosynthesis dataset with 1.9M reactions from patents (1976-2016). The task is: Predict the reactants needed to synthesize the given product. (1) Given the product [OH:8][C:9]1[CH:24]=[C:23]([B:25]2[O:29][C:28]([CH3:31])([CH3:30])[C:27]([CH3:33])([CH3:32])[O:26]2)[CH:22]=[CH:21][C:10]=1[C:11]([OH:13])=[O:12], predict the reactants needed to synthesize it. The reactants are: C([O:8][C:9]1[CH:24]=[C:23]([B:25]2[O:29][C:28]([CH3:31])([CH3:30])[C:27]([CH3:33])([CH3:32])[O:26]2)[CH:22]=[CH:21][C:10]=1[C:11]([O:13]CC1C=CC=CC=1)=[O:12])C1C=CC=CC=1.O1CCCC1. (2) Given the product [CH2:1]([O:8][C:9]1[CH:18]=[C:17]2[C:12]([C:13]([Cl:22])=[CH:14][CH:15]=[N:16]2)=[CH:11][CH:10]=1)[C:2]1[CH:7]=[CH:6][CH:5]=[CH:4][CH:3]=1, predict the reactants needed to synthesize it. The reactants are: [CH2:1]([O:8][C:9]1[CH:18]=[C:17]2[C:12]([C:13](O)=[CH:14][CH:15]=[N:16]2)=[CH:11][CH:10]=1)[C:2]1[CH:7]=[CH:6][CH:5]=[CH:4][CH:3]=1.P(Cl)(Cl)([Cl:22])=O.[OH-].[Na+].